Dataset: Reaction yield outcomes from USPTO patents with 853,638 reactions. Task: Predict the reaction yield, written as a fraction of the theoretical maximum amount of product (1.0 means a 100% yield; for example, 0.34 means a 34% yield). (1) The reactants are [NH2:1][C:2]1[CH:7]=[C:6]([O:8][C:9]2[C:14]([F:15])=[CH:13][C:12]([NH:16][C:17]([C:19]3([C:22]([NH:24][C:25]4[CH:30]=[CH:29][C:28]([F:31])=[CH:27][CH:26]=4)=[O:23])[CH2:21][CH2:20]3)=[O:18])=[C:11]([F:32])[CH:10]=2)[CH:5]=[CH:4][N:3]=1.[C:33]([O:37][C:38]([N:40]1[CH2:43][CH:42]([C:44](O)=[O:45])[CH2:41]1)=[O:39])([CH3:36])([CH3:35])[CH3:34].CN(C(ON1N=NC2C=CC=NC1=2)=[N+](C)C)C.F[P-](F)(F)(F)(F)F.CCN(C(C)C)C(C)C. The catalyst is CN(C=O)C. The product is [F:15][C:14]1[CH:13]=[C:12]([NH:16][C:17]([C:19]2([C:22](=[O:23])[NH:24][C:25]3[CH:26]=[CH:27][C:28]([F:31])=[CH:29][CH:30]=3)[CH2:21][CH2:20]2)=[O:18])[C:11]([F:32])=[CH:10][C:9]=1[O:8][C:6]1[CH:5]=[CH:4][N:3]=[C:2]([NH:1][C:44]([CH:42]2[CH2:43][N:40]([C:38]([O:37][C:33]([CH3:36])([CH3:35])[CH3:34])=[O:39])[CH2:41]2)=[O:45])[CH:7]=1. The yield is 0.400. (2) The reactants are [NH2:1][C:2]1[C:3]2[CH2:14][N:13]([C:15]([O:17][C:18]([CH3:21])([CH3:20])[CH3:19])=[O:16])[C:12]([CH3:23])([CH3:22])[C:4]=2[N:5]([C:7]([O:9][CH2:10][CH3:11])=[O:8])[N:6]=1.C(N(CC)C(C)C)(C)C.[F:33][C:34]1[CH:42]=[CH:41][C:37]([C:38](Cl)=[O:39])=[CH:36][CH:35]=1. The catalyst is C1COCC1. The product is [F:33][C:34]1[CH:42]=[CH:41][C:37]([C:38]([NH:1][C:2]2[C:3]3[CH2:14][N:13]([C:15]([O:17][C:18]([CH3:21])([CH3:20])[CH3:19])=[O:16])[C:12]([CH3:22])([CH3:23])[C:4]=3[N:5]([C:7]([O:9][CH2:10][CH3:11])=[O:8])[N:6]=2)=[O:39])=[CH:36][CH:35]=1. The yield is 0.900. (3) The reactants are [O:1]1[CH2:5][CH2:4][CH2:3][CH:2]1[CH2:6][OH:7].F[C:9]1[CH:10]=[C:11]([CH3:18])[CH:12]=[CH:13][C:14]=1[N+:15]([O-:17])=[O:16].[CH3:19][C:20]1[CH:26]=[CH:25][C:23]([NH2:24])=[C:22]([O:27][CH2:28][CH:29]2[CH2:33][CH2:32][CH2:31][O:30]2)[CH:21]=1.[NH2:34][C:35]1[S:36][CH:37]=[CH:38][N:39]=1. No catalyst specified. The product is [N+:15]([C:14]1[CH:13]=[CH:12][C:11]([CH3:18])=[CH:10][C:9]=1[O:7][CH2:6][CH:2]1[CH2:3][CH2:4][CH2:5][O:1]1)([O-:17])=[O:16].[CH3:19][C:20]1[CH:26]=[CH:25][C:23]([NH:24][C:6]([NH:34][C:35]2[S:36][CH:37]=[CH:38][N:39]=2)=[O:7])=[C:22]([O:27][CH2:28][CH:29]2[CH2:33][CH2:32][CH2:31][O:30]2)[CH:21]=1. The yield is 0.750. (4) The reactants are [CH3:1][O:2][CH2:3][N:4]1[C:12]2[C:7](=[CH:8][CH:9]=[CH:10][C:11]=2[NH:13][S:14]([C:17]2[S:18][CH:19]=[CH:20][CH:21]=2)(=[O:16])=[O:15])[CH:6]=[C:5]1[C:22]1[S:23][C:24]([C:27]([O:29][CH2:30][CH3:31])=[O:28])=[CH:25][N:26]=1.CI.[C:34](=O)([O-])[O-].[K+].[K+].CN(C)C=O. The catalyst is O. The product is [CH3:1][O:2][CH2:3][N:4]1[C:12]2[C:7](=[CH:8][CH:9]=[CH:10][C:11]=2[N:13]([CH3:34])[S:14]([C:17]2[S:18][CH:19]=[CH:20][CH:21]=2)(=[O:16])=[O:15])[CH:6]=[C:5]1[C:22]1[S:23][C:24]([C:27]([O:29][CH2:30][CH3:31])=[O:28])=[CH:25][N:26]=1. The yield is 0.970. (5) The reactants are Cl[C:2]1[N:7]=[CH:6][C:5]([C:8]2[CH:13]=[CH:12][N:11]=[C:10]([NH:14][C:15]3[CH:16]=[C:17]([NH:22][C:23](=[O:34])[C:24]4[CH:29]=[CH:28][CH:27]=[C:26]([C:30]([F:33])([F:32])[F:31])[CH:25]=4)[CH:18]=[CH:19][C:20]=3[CH3:21])[N:9]=2)=[CH:4][CH:3]=1.[CH3:35][NH2:36]. The catalyst is O. The product is [CH3:21][C:20]1[CH:19]=[CH:18][C:17]([NH:22][C:23](=[O:34])[C:24]2[CH:29]=[CH:28][CH:27]=[C:26]([C:30]([F:33])([F:31])[F:32])[CH:25]=2)=[CH:16][C:15]=1[NH:14][C:10]1[N:9]=[C:8]([C:5]2[CH:6]=[N:7][C:2]([NH:36][CH3:35])=[CH:3][CH:4]=2)[CH:13]=[CH:12][N:11]=1. The yield is 0.630. (6) The reactants are [CH3:1][N:2]([CH2:10][CH2:11][N:12]([CH3:38])[CH2:13][C:14]1[C:15]([C:25]2[CH:30]=[CH:29][CH:28]=[C:27]([NH:31][C:32](=[O:37])[CH:33]=[C:34]([CH3:36])[CH3:35])[CH:26]=2)=[N:16][N:17]([CH:19]2[CH2:24][CH2:23][CH2:22][CH2:21][O:20]2)[CH:18]=1)C(=O)OC(C)(C)C. The catalyst is Cl. The product is [CH3:35][C:34]([CH3:36])=[CH:33][C:32]([NH:31][C:27]1[CH:28]=[CH:29][CH:30]=[C:25]([C:15]2[C:14]([CH2:13][N:12]([CH3:38])[CH2:11][CH2:10][NH:2][CH3:1])=[CH:18][N:17]([CH:19]3[CH2:24][CH2:23][CH2:22][CH2:21][O:20]3)[N:16]=2)[CH:26]=1)=[O:37]. The yield is 0.330. (7) The reactants are [CH3:1][S:2](Cl)(=[O:4])=[O:3].[CH2:6]([N:8]([C:16]1[S:17][C@H:18]2[O:24][C@H:23]([CH2:25][OH:26])[C@@H:22]([O:27][CH2:28][C:29]3[CH:34]=[CH:33][C:32]([O:35][CH3:36])=[CH:31][CH:30]=3)[C@H:21]([O:37][CH2:38][C:39]3[CH:44]=[CH:43][C:42]([O:45][CH3:46])=[CH:41][CH:40]=3)[C@H:19]2[N:20]=1)[C:9](=[O:15])[O:10][C:11]([CH3:14])([CH3:13])[CH3:12])[CH3:7]. The catalyst is N1C=CC=CC=1.C(Cl)Cl. The product is [CH3:1][S:2]([O:26][CH2:25][C@H:23]1[O:24][C@H:18]2[C@H:19]([N:20]=[C:16]([N:8]([C:9]([O:10][C:11]([CH3:13])([CH3:14])[CH3:12])=[O:15])[CH2:6][CH3:7])[S:17]2)[C@@H:21]([O:37][CH2:38][C:39]2[CH:40]=[CH:41][C:42]([O:45][CH3:46])=[CH:43][CH:44]=2)[C@@H:22]1[O:27][CH2:28][C:29]1[CH:34]=[CH:33][C:32]([O:35][CH3:36])=[CH:31][CH:30]=1)(=[O:4])=[O:3]. The yield is 0.996. (8) The reactants are [Cl:1][C:2]1[CH:7]=[C:6]([O:8]C(C)C)[C:5]([I:12])=[CH:4][C:3]=1[C:13]1[N:17]=[C:16]([C:18]2[CH:23]=[CH:22][C:21]([CH2:24][CH2:25][CH3:26])=[CH:20][CH:19]=2)[O:15][N:14]=1.ClC1C=C(C2ON=C(C3C=CC(OC(C)C)=C(I)C=3)N=2)C=CC=1OCCC. No catalyst specified. The product is [Cl:1][C:2]1[C:3]([C:13]2[N:17]=[C:16]([C:18]3[CH:23]=[CH:22][C:21]([CH2:24][CH2:25][CH3:26])=[CH:20][CH:19]=3)[O:15][N:14]=2)=[CH:4][C:5]([I:12])=[C:6]([OH:8])[CH:7]=1. The yield is 0.550.